This data is from Catalyst prediction with 721,799 reactions and 888 catalyst types from USPTO. The task is: Predict which catalyst facilitates the given reaction. (1) Reactant: [H-].[Na+].P([CH2:7][C:8]([O:10][CH2:11][CH3:12])=[O:9])(O)(O)=O.[Br:13][C:14]1[CH:15]=[C:16]([CH:19]=[CH:20][C:21]=1[C:22]([F:25])([F:24])[F:23])[CH:17]=O.O. Product: [Br:13][C:14]1[CH:15]=[C:16]([CH:17]=[CH:7][C:8]([O:10][CH2:11][CH3:12])=[O:9])[CH:19]=[CH:20][C:21]=1[C:22]([F:23])([F:24])[F:25]. The catalyst class is: 57. (2) Reactant: [C:1]([O:5][C:6]([N:8]1[CH2:13][CH2:12][C:11](=[O:14])[CH2:10][C@@H:9]1[C:15]([OH:17])=[O:16])=[O:7])([CH3:4])([CH3:3])[CH3:2].[C:18](OC(O[C:18]([CH3:21])([CH3:20])[CH3:19])N(C)C)([CH3:21])([CH3:20])[CH3:19].CCOC(C)=O.O. Product: [O:14]=[C:11]1[CH2:12][CH2:13][N:8]([C:6]([O:5][C:1]([CH3:4])([CH3:2])[CH3:3])=[O:7])[C@@H:9]([C:15]([O:17][C:18]([CH3:21])([CH3:20])[CH3:19])=[O:16])[CH2:10]1. The catalyst class is: 11.